This data is from NCI-60 drug combinations with 297,098 pairs across 59 cell lines. The task is: Regression. Given two drug SMILES strings and cell line genomic features, predict the synergy score measuring deviation from expected non-interaction effect. (1) Drug 1: COC1=NC(=NC2=C1N=CN2C3C(C(C(O3)CO)O)O)N. Drug 2: CC1=C2C(C(=O)C3(C(CC4C(C3C(C(C2(C)C)(CC1OC(=O)C(C(C5=CC=CC=C5)NC(=O)C6=CC=CC=C6)O)O)OC(=O)C7=CC=CC=C7)(CO4)OC(=O)C)O)C)OC(=O)C. Cell line: M14. Synergy scores: CSS=-2.81, Synergy_ZIP=-1.49, Synergy_Bliss=-7.39, Synergy_Loewe=-49.4, Synergy_HSA=-19.3. (2) Drug 1: C1CCN(CC1)CCOC2=CC=C(C=C2)C(=O)C3=C(SC4=C3C=CC(=C4)O)C5=CC=C(C=C5)O. Drug 2: C1CN(CCN1C(=O)CCBr)C(=O)CCBr. Cell line: SNB-75. Synergy scores: CSS=13.9, Synergy_ZIP=-3.74, Synergy_Bliss=-1.46, Synergy_Loewe=-1.16, Synergy_HSA=0.511. (3) Drug 1: C1=CC(=C2C(=C1NCCNCCO)C(=O)C3=C(C=CC(=C3C2=O)O)O)NCCNCCO. Drug 2: C1=C(C(=O)NC(=O)N1)F. Cell line: SF-539. Synergy scores: CSS=52.9, Synergy_ZIP=-12.8, Synergy_Bliss=-17.1, Synergy_Loewe=-9.59, Synergy_HSA=-8.00. (4) Drug 1: C1=NC(=NC(=O)N1C2C(C(C(O2)CO)O)O)N. Drug 2: CCN(CC)CCNC(=O)C1=C(NC(=C1C)C=C2C3=C(C=CC(=C3)F)NC2=O)C. Cell line: OVCAR3. Synergy scores: CSS=11.1, Synergy_ZIP=-2.47, Synergy_Bliss=-2.45, Synergy_Loewe=-5.04, Synergy_HSA=-2.67. (5) Synergy scores: CSS=70.1, Synergy_ZIP=-0.690, Synergy_Bliss=0.367, Synergy_Loewe=-5.63, Synergy_HSA=2.37. Drug 1: CCC1=CC2CC(C3=C(CN(C2)C1)C4=CC=CC=C4N3)(C5=C(C=C6C(=C5)C78CCN9C7C(C=CC9)(C(C(C8N6C)(C(=O)OC)O)OC(=O)C)CC)OC)C(=O)OC.C(C(C(=O)O)O)(C(=O)O)O. Cell line: OVCAR3. Drug 2: C1C(C(OC1N2C=C(C(=O)NC2=O)F)CO)O. (6) Synergy scores: CSS=8.48, Synergy_ZIP=-4.15, Synergy_Bliss=-6.80, Synergy_Loewe=-9.61, Synergy_HSA=-8.12. Drug 2: C1CCC(C(C1)N)N.C(=O)(C(=O)[O-])[O-].[Pt+4]. Cell line: NCI/ADR-RES. Drug 1: CC1C(C(CC(O1)OC2CC(CC3=C2C(=C4C(=C3O)C(=O)C5=C(C4=O)C(=CC=C5)OC)O)(C(=O)C)O)N)O.Cl. (7) Drug 1: C1=CC(=C2C(=C1NCCNCCO)C(=O)C3=C(C=CC(=C3C2=O)O)O)NCCNCCO. Drug 2: C1=NC(=NC(=O)N1C2C(C(C(O2)CO)O)O)N. Cell line: OVCAR-8. Synergy scores: CSS=44.6, Synergy_ZIP=1.35, Synergy_Bliss=-0.194, Synergy_Loewe=-12.8, Synergy_HSA=0.810. (8) Synergy scores: CSS=-0.217, Synergy_ZIP=0.540, Synergy_Bliss=-1.35, Synergy_Loewe=-8.82, Synergy_HSA=-5.79. Drug 1: CCN(CC)CCNC(=O)C1=C(NC(=C1C)C=C2C3=C(C=CC(=C3)F)NC2=O)C. Drug 2: C1CN(P(=O)(OC1)NCCCl)CCCl. Cell line: SN12C. (9) Drug 1: C1CCC(C(C1)N)N.C(=O)(C(=O)[O-])[O-].[Pt+4]. Drug 2: CC1CCCC2(C(O2)CC(NC(=O)CC(C(C(=O)C(C1O)C)(C)C)O)C(=CC3=CSC(=N3)C)C)C. Cell line: TK-10. Synergy scores: CSS=39.7, Synergy_ZIP=-2.42, Synergy_Bliss=-1.60, Synergy_Loewe=-5.51, Synergy_HSA=2.62. (10) Drug 1: CC12CCC(CC1=CCC3C2CCC4(C3CC=C4C5=CN=CC=C5)C)O. Drug 2: C(CC(=O)O)C(=O)CN.Cl. Cell line: HOP-62. Synergy scores: CSS=-2.05, Synergy_ZIP=-4.92, Synergy_Bliss=-12.3, Synergy_Loewe=-12.8, Synergy_HSA=-12.5.